From a dataset of NCI-60 drug combinations with 297,098 pairs across 59 cell lines. Regression. Given two drug SMILES strings and cell line genomic features, predict the synergy score measuring deviation from expected non-interaction effect. Drug 1: C1C(C(OC1N2C=NC3=C(N=C(N=C32)Cl)N)CO)O. Drug 2: CC1CCC2CC(C(=CC=CC=CC(CC(C(=O)C(C(C(=CC(C(=O)CC(OC(=O)C3CCCCN3C(=O)C(=O)C1(O2)O)C(C)CC4CCC(C(C4)OC)OCCO)C)C)O)OC)C)C)C)OC. Cell line: U251. Synergy scores: CSS=10.5, Synergy_ZIP=2.96, Synergy_Bliss=10.4, Synergy_Loewe=0.0990, Synergy_HSA=-0.607.